This data is from Catalyst prediction with 721,799 reactions and 888 catalyst types from USPTO. The task is: Predict which catalyst facilitates the given reaction. (1) Reactant: Cl.[CH3:2][S:3]([C:6]1[CH:12]=[CH:11][C:9]([NH2:10])=[CH:8][CH:7]=1)(=[O:5])=[O:4].C[Al](C)C.[CH3:17][C:18]1[N:23]=[C:22]([C:24]#[N:25])[CH:21]=[CH:20][CH:19]=1. Product: [CH3:17][C:18]1[CH:19]=[CH:20][CH:21]=[C:22]([C:24](=[NH:25])[NH:10][C:9]2[CH:11]=[CH:12][C:6]([S:3]([CH3:2])(=[O:4])=[O:5])=[CH:7][CH:8]=2)[N:23]=1. The catalyst class is: 648. (2) Reactant: Br[CH2:2][C:3]1[CH:4]=[C:5]([C:9]2[CH:13]=[C:12]([CH2:14][CH:15]([CH3:17])[CH3:16])[S:11][C:10]=2[S:18]([NH:21][C:22]([CH3:25])([CH3:24])[CH3:23])(=[O:20])=[O:19])[CH:6]=[CH:7][CH:8]=1.[NH:26]1[CH:30]=[CH:29][CH:28]=[N:27]1. Product: [N:26]1([CH2:2][C:3]2[CH:4]=[C:5]([C:9]3[CH:13]=[C:12]([CH2:14][CH:15]([CH3:17])[CH3:16])[S:11][C:10]=3[S:18]([NH:21][C:22]([CH3:25])([CH3:24])[CH3:23])(=[O:20])=[O:19])[CH:6]=[CH:7][CH:8]=2)[CH:30]=[CH:29][CH:28]=[N:27]1. The catalyst class is: 12.